Dataset: Reaction yield outcomes from USPTO patents with 853,638 reactions. Task: Predict the reaction yield, written as a fraction of the theoretical maximum amount of product (1.0 means a 100% yield; for example, 0.34 means a 34% yield). (1) The reactants are [BH4-].[Na+].[CH3:3][O:4][C:5]1[CH:6]=[C:7]([N:14]2[CH2:19][CH2:18][CH:17]([N:20]3[CH2:25][CH2:24][N:23]([CH2:26][CH2:27][S:28]([CH3:31])(=[O:30])=[O:29])[CH2:22][CH2:21]3)[CH2:16][CH2:15]2)[CH:8]=[CH:9][C:10]=1[N+:11]([O-])=O.CO. The catalyst is O.O.O.O.O.O.[Ni](Cl)Cl.C1COCC1. The product is [CH3:3][O:4][C:5]1[CH:6]=[C:7]([N:14]2[CH2:15][CH2:16][CH:17]([N:20]3[CH2:21][CH2:22][N:23]([CH2:26][CH2:27][S:28]([CH3:31])(=[O:29])=[O:30])[CH2:24][CH2:25]3)[CH2:18][CH2:19]2)[CH:8]=[CH:9][C:10]=1[NH2:11]. The yield is 0.680. (2) The reactants are [Cl:1][C:2]1[CH:9]=[CH:8][C:5]([CH2:6][OH:7])=[CH:4][CH:3]=1.ClC(Cl)(O[C:14](=[O:20])OC(Cl)(Cl)Cl)Cl.C([N:24](C(C)C)C(C)C)C.C(=O)([O-])[O-].[Na+].[Na+].[C:37]1([CH3:43])[CH:42]=CC=C[CH:38]=1. The catalyst is O. The product is [CH3:43][C:37](=[CH2:38])[CH2:42][NH:24][C:14](=[O:20])[O:7][CH2:6][C:5]1[CH:8]=[CH:9][C:2]([Cl:1])=[CH:3][CH:4]=1. The yield is 0.800.